This data is from Peptide-MHC class II binding affinity with 134,281 pairs from IEDB. The task is: Regression. Given a peptide amino acid sequence and an MHC pseudo amino acid sequence, predict their binding affinity value. This is MHC class II binding data. (1) The peptide sequence is YDKFLANVSKVLTGK. The MHC is DRB1_0401 with pseudo-sequence DRB1_0401. The binding affinity (normalized) is 0.450. (2) The peptide sequence is FDPYGATKSATPESA. The MHC is HLA-DQA10101-DQB10501 with pseudo-sequence HLA-DQA10101-DQB10501. The binding affinity (normalized) is 0.104. (3) The peptide sequence is PGHGISVGSLGRYKD. The MHC is DRB1_0401 with pseudo-sequence DRB1_0401. The binding affinity (normalized) is 0.368. (4) The peptide sequence is AAFQGAHARFVAAAA. The MHC is HLA-DQA10501-DQB10301 with pseudo-sequence HLA-DQA10501-DQB10301. The binding affinity (normalized) is 0.659. (5) The peptide sequence is DLEKYVEDTKIDLWS. The MHC is DRB4_0101 with pseudo-sequence DRB4_0103. The binding affinity (normalized) is 0.267. (6) The peptide sequence is KMIGGIGGFIKVRQYDQILI. The MHC is DRB3_0101 with pseudo-sequence DRB3_0101. The binding affinity (normalized) is 0.313. (7) The MHC is HLA-DQA10301-DQB10302 with pseudo-sequence HLA-DQA10301-DQB10302. The peptide sequence is ATATATSAVGAPTGA. The binding affinity (normalized) is 0.252.